This data is from Full USPTO retrosynthesis dataset with 1.9M reactions from patents (1976-2016). The task is: Predict the reactants needed to synthesize the given product. Given the product [CH2:34]([O:41][C:42]1[C:43]([O:69][CH:30]2[CH2:31][CH2:32][CH2:33][CH2:28]2)=[CH:44][C:45]([CH2:48][O:49][C:50]([C:51]2[CH:56]=[CH:55][CH:54]=[CH:53][CH:52]=2)([C:63]2[CH:64]=[CH:65][CH:66]=[CH:67][CH:68]=2)[C:57]2[CH:62]=[CH:61][CH:60]=[CH:59][CH:58]=2)=[N:46][CH:47]=1)[C:35]1[CH:40]=[CH:39][CH:38]=[CH:37][CH:36]=1, predict the reactants needed to synthesize it. The reactants are: N(C(OC(C)C)=O)=NC(OC(C)C)=O.[C:32]1(P([C:28]2[CH:33]=[CH:32][CH:31]=[CH:30]C=2)[C:32]2[CH:33]=[CH:28]C=[CH:30][CH:31]=2)[CH:33]=[CH:28]C=[CH:30][CH:31]=1.[CH2:34]([O:41][C:42]1[C:43](=[O:69])[CH2:44][C:45]([CH2:48][O:49][C:50]([C:63]2[CH:68]=[CH:67][CH:66]=[CH:65][CH:64]=2)([C:57]2[CH:62]=[CH:61][CH:60]=[CH:59][CH:58]=2)[C:51]2[CH:56]=[CH:55][CH:54]=[CH:53][CH:52]=2)=[N:46][CH:47]=1)[C:35]1[CH:40]=[CH:39][CH:38]=[CH:37][CH:36]=1.C1(O)CCCC1.